This data is from Catalyst prediction with 721,799 reactions and 888 catalyst types from USPTO. The task is: Predict which catalyst facilitates the given reaction. (1) Reactant: C([O-])([O-])=O.[K+].[K+].[C:7]1([N:13]2[CH:24]=[C:23]3[C:15]([N:16](C(OCC)=O)[C:17]4[CH:18]=[CH:19][CH:20]=[CH:21][C:22]=43)=[C:14]2[C:30]([O:32][CH2:33][CH3:34])=[O:31])[CH:12]=[CH:11][CH:10]=[CH:9][CH:8]=1. Product: [C:7]1([N:13]2[CH:24]=[C:23]3[C:15]([NH:16][C:17]4[CH:18]=[CH:19][CH:20]=[CH:21][C:22]=43)=[C:14]2[C:30]([O:32][CH2:33][CH3:34])=[O:31])[CH:8]=[CH:9][CH:10]=[CH:11][CH:12]=1. The catalyst class is: 24. (2) Reactant: [C:1]([O:5][C:6]([N:8]1[CH2:13][CH2:12][C:11]([NH2:16])([C:14]#[N:15])[CH2:10][CH2:9]1)=[O:7])([CH3:4])([CH3:3])[CH3:2].[Cl:17][C:18]1[CH:26]=[CH:25][C:21]([C:22](Cl)=[O:23])=[CH:20][CH:19]=1.[OH-].[Na+]. Product: [C:1]([O:5][C:6]([N:8]1[CH2:9][CH2:10][C:11]([NH:16][C:22](=[O:23])[C:21]2[CH:25]=[CH:26][C:18]([Cl:17])=[CH:19][CH:20]=2)([C:14]#[N:15])[CH2:12][CH2:13]1)=[O:7])([CH3:4])([CH3:2])[CH3:3]. The catalyst class is: 236. (3) Reactant: Br[CH2:2][CH2:3][F:4].C(N(CC)C(C)C)(C)C.[I-].[K+].[CH3:16][C:17]([CH3:49])([CH3:48])[CH:18]([C:33]1[CH:47]=[CH:46][C:36]([C:37]([NH:39][CH:40]2[CH2:45][CH2:44][NH:43][CH2:42][CH2:41]2)=[O:38])=[CH:35][CH:34]=1)[C:19]1[CH:24]=[CH:23][C:22]([O:25][CH2:26][C:27]2[CH:32]=[CH:31][CH:30]=[CH:29][N:28]=2)=[CH:21][CH:20]=1. Product: [CH3:16][C:17]([CH3:49])([CH3:48])[CH:18]([C:33]1[CH:34]=[CH:35][C:36]([C:37]([NH:39][CH:40]2[CH2:45][CH2:44][N:43]([CH2:2][CH2:3][F:4])[CH2:42][CH2:41]2)=[O:38])=[CH:46][CH:47]=1)[C:19]1[CH:24]=[CH:23][C:22]([O:25][CH2:26][C:27]2[CH:32]=[CH:31][CH:30]=[CH:29][N:28]=2)=[CH:21][CH:20]=1. The catalyst class is: 864.